From a dataset of Catalyst prediction with 721,799 reactions and 888 catalyst types from USPTO. Predict which catalyst facilitates the given reaction. Reactant: [NH2:1][C:2]1[CH:3]=[CH:4][C:5]([CH3:21])=[C:6]([C:8]2[CH:13]=[CH:12][C:11]([C:14]([NH:16][CH2:17][CH:18]3[CH2:20][CH2:19]3)=[O:15])=[CH:10][CH:9]=2)[CH:7]=1.[C:22]1([C:28]2[N:33]=[C:32]([C:34](O)=[O:35])[CH:31]=[CH:30][N:29]=2)[CH:27]=[CH:26][CH:25]=[CH:24][CH:23]=1. Product: [CH:18]1([CH2:17][NH:16][C:14]([C:11]2[CH:12]=[CH:13][C:8]([C:6]3[C:5]([CH3:21])=[CH:4][CH:3]=[C:2]([NH:1][C:34]([C:32]4[CH:31]=[CH:30][N:29]=[C:28]([C:22]5[CH:23]=[CH:24][CH:25]=[CH:26][CH:27]=5)[N:33]=4)=[O:35])[CH:7]=3)=[CH:9][CH:10]=2)=[O:15])[CH2:20][CH2:19]1. The catalyst class is: 1.